Predict the reaction yield, written as a fraction of the theoretical maximum amount of product (1.0 means a 100% yield; for example, 0.34 means a 34% yield). From a dataset of Reaction yield outcomes from USPTO patents with 853,638 reactions. (1) The reactants are [Cl:1][C:2]1[N:3]=[CH:4][C:5]2[C:9](Cl)([N:10]=1)[N:8]=[CH:7][N:6]=2.[CH3:12][C:13]1[NH:17][N:16]=[C:15]([NH2:18])[CH:14]=1. The catalyst is C(O)C. The product is [Cl:1][C:2]1[N:3]=[CH:4][C:5]2[C:9]([NH:18][C:15]3[CH:14]=[C:13]([CH3:12])[NH:17][N:16]=3)([N:10]=1)[N:8]=[CH:7][N:6]=2. The yield is 0.580. (2) The reactants are [F:1][C:2]1[CH:9]=[C:8]([OH:10])[CH:7]=[CH:6][C:3]=1[CH:4]=[O:5].[CH2:11](Br)[C:12]1[CH:17]=[CH:16][CH:15]=[CH:14][CH:13]=1.C([O-])([O-])=O.[K+].[K+].O. The catalyst is CN(C=O)C. The product is [CH2:11]([O:10][C:8]1[CH:7]=[CH:6][C:3]([CH:4]=[O:5])=[C:2]([F:1])[CH:9]=1)[C:12]1[CH:17]=[CH:16][CH:15]=[CH:14][CH:13]=1. The yield is 0.850. (3) The reactants are [NH2:1][C:2]1[CH:9]=[CH:8][C:5]([C:6]#[N:7])=[C:4]([C:10]([F:13])([F:12])[F:11])[CH:3]=1.[BH3-]C#N.[Na+].[C:18](O)([C:20]([F:23])([F:22])[F:21])=O.[H][H].O.FC(F)(F)C=O.C([O-])(O)=O.[Na+]. The catalyst is C(Cl)Cl. The product is [F:21][C:20]([F:23])([F:22])[CH2:18][NH:1][C:2]1[CH:9]=[CH:8][C:5]([C:6]#[N:7])=[C:4]([C:10]([F:11])([F:12])[F:13])[CH:3]=1. The yield is 0.950. (4) The reactants are C([C@H]1C[O:11][C:10](=[O:13])N1C(=O)/C=C/C)C1C=CC=CC=1.[CH2:19]=[CH:20][C:21](=[CH2:23])[CH3:22].[Al](Cl)(CC)CC.[C:30]1(C)[CH:35]=CC=C[CH:31]=1.Cl. The catalyst is C(Cl)Cl. The product is [CH3:23][C@H:21]1[CH2:22][C@@H:30]([CH3:35])[CH2:31][CH2:19][C@@H:20]1[C:10]([OH:13])=[O:11]. The yield is 0.880. (5) The product is [CH3:4][C:2](=[CH2:3])[C:1]([N:6]1[C@@:10]2([CH2:14][CH2:13][N:12]([C@@H:15]([C:20]([O:22][CH2:23][C:24]3[CH:25]=[CH:26][CH:27]=[CH:28][CH:29]=3)=[O:21])[CH2:16][CH:17]([CH3:19])[CH3:18])[C:11]2=[O:30])[CH2:9][CH2:8][CH2:7]1)=[O:5]. The reactants are [C:1]([N:6]1[C@@:10]2([CH2:14][CH2:13][N:12]([C@@H:15]([C:20]([O:22][CH2:23][C:24]3[CH:29]=[CH:28][CH:27]=[CH:26][CH:25]=3)=[O:21])[CH2:16][CH:17]([CH3:19])[CH3:18])[C:11]2=[O:30])[CH2:9][CH2:8][CH2:7]1)(=[O:5])[CH:2]([CH3:4])[CH3:3].CC=CC(Cl)=O. The yield is 0.500. No catalyst specified. (6) The reactants are [CH3:1][O:2][C:3]1[N:8]=[C:7]([NH2:9])[CH:6]=[CH:5][C:4]=1[C:10]1[CH:11]=[N:12][N:13]([CH3:15])[CH:14]=1.Cl[C:17]1[CH:18]=[C:19]([CH3:34])[C:20]2[CH2:21][N:22]([CH3:33])[CH2:23][CH:24]([CH2:28][C:29]([F:32])([F:31])[F:30])[O:25][C:26]=2[N:27]=1.CC(C)([O-])C.[Na+].C1(P(C2C=CC=CC=2)C2C=CC3C(=CC=CC=3)C=2C2C3C(=CC=CC=3)C=CC=2P(C2C=CC=CC=2)C2C=CC=CC=2)C=CC=CC=1. The catalyst is C1C=CC(/C=C/C(/C=C/C2C=CC=CC=2)=O)=CC=1.C1C=CC(/C=C/C(/C=C/C2C=CC=CC=2)=O)=CC=1.C1C=CC(/C=C/C(/C=C/C2C=CC=CC=2)=O)=CC=1.[Pd].[Pd].C1(C)C=CC=CC=1. The product is [CH3:1][O:2][C:3]1[N:8]=[C:7]([NH:9][C:17]2[CH:18]=[C:19]([CH3:34])[C:20]3[CH2:21][N:22]([CH3:33])[CH2:23][CH:24]([CH2:28][C:29]([F:30])([F:32])[F:31])[O:25][C:26]=3[N:27]=2)[CH:6]=[CH:5][C:4]=1[C:10]1[CH:11]=[N:12][N:13]([CH3:15])[CH:14]=1. The yield is 0.0980. (7) The reactants are [CH3:1][S:2](O)(=[O:4])=[O:3].[NH2:6][C:7]1[CH:12]=[CH:11][C:10]([NH2:13])=[CH:9][C:8]=1[S:14]([NH2:17])(=[O:16])=[O:15].N1C=CC=CC=1.CS(Cl)(=O)=O. The catalyst is C(#N)C. The product is [NH2:6][C:7]1[CH:12]=[CH:11][C:10]([NH:13][S:2]([CH3:1])(=[O:4])=[O:3])=[CH:9][C:8]=1[S:14]([NH2:17])(=[O:15])=[O:16]. The yield is 0.860.